Dataset: Full USPTO retrosynthesis dataset with 1.9M reactions from patents (1976-2016). Task: Predict the reactants needed to synthesize the given product. (1) The reactants are: F[P-](F)(F)(F)(F)F.N1(O[P+](N(C)C)(N(C)C)N(C)C)C2C=CC=CC=2N=N1.[CH3:28][N:29]1[C:33]([C:34]([OH:36])=O)=[CH:32][C:31]([CH3:37])=[N:30]1.C(N(C(C)C)CC)(C)C.[CH3:47][O:48][C:49]1[CH:50]=[C:51]([NH:59][C:60]2[N:61]=[CH:62][C:63]3[CH2:69][NH:68][CH2:67][CH2:66][C:64]=3[N:65]=2)[CH:52]=[C:53]([O:57][CH3:58])[C:54]=1[O:55][CH3:56]. Given the product [CH3:28][N:29]1[C:33]([C:34]([N:68]2[CH2:67][CH2:66][C:64]3[N:65]=[C:60]([NH:59][C:51]4[CH:50]=[C:49]([O:48][CH3:47])[C:54]([O:55][CH3:56])=[C:53]([O:57][CH3:58])[CH:52]=4)[N:61]=[CH:62][C:63]=3[CH2:69]2)=[O:36])=[CH:32][C:31]([CH3:37])=[N:30]1, predict the reactants needed to synthesize it. (2) Given the product [Cl:1][C:2]1[N:3]=[CH:4][C:5]2[C:10]([C:11]([NH:52][CH2:53][C:54]3[C:55]([OH:62])=[N:56][C:57]([CH3:61])=[CH:58][C:59]=3[CH3:60])=[O:12])=[C:9]([CH3:14])[N:8]([C@@H:15]([C:17]3[CH:18]=[CH:19][CH:20]=[CH:21][CH:22]=3)[CH3:16])[C:6]=2[N:7]=1, predict the reactants needed to synthesize it. The reactants are: [Cl:1][C:2]1[N:3]=[CH:4][C:5]2[C:10]([C:11](O)=[O:12])=[C:9]([CH3:14])[N:8]([C@@H:15]([C:17]3[CH:22]=[CH:21][CH:20]=[CH:19][CH:18]=3)[CH3:16])[C:6]=2[N:7]=1.ON1C2C=CC=CC=2N=N1.Cl.CN(C)CCCN=C=NCC.C(N(CC)CC)C.[NH2:52][CH2:53][C:54]1[C:55]([OH:62])=[N:56][C:57]([CH3:61])=[CH:58][C:59]=1[CH3:60]. (3) The reactants are: [N:1]1[C:5]2[CH:6]=[CH:7][C:8]([C:10]([OH:12])=[O:11])=[CH:9][C:4]=2[NH:3][CH:2]=1.[ClH:13]. Given the product [ClH:13].[NH:1]1[C:5]2[CH2:6][CH2:7][CH:8]([C:10]([OH:12])=[O:11])[CH2:9][C:4]=2[N:3]=[CH:2]1, predict the reactants needed to synthesize it.